Dataset: Catalyst prediction with 721,799 reactions and 888 catalyst types from USPTO. Task: Predict which catalyst facilitates the given reaction. (1) Reactant: [CH:1]1([C:4]2[N:8]=[C:7]([C:9]3[N:10]=[CH:11][N:12]4[C:18]=3[CH2:17][N:16](CC3C=CC(OC)=CC=3OC)[C:15](=[O:30])[C:14]3[CH:31]=[C:32]([Br:35])[CH:33]=[CH:34][C:13]4=3)[O:6][N:5]=2)[CH2:3][CH2:2]1.FC(F)(F)S(O)(=O)=O. Product: [CH:1]1([C:4]2[N:8]=[C:7]([C:9]3[N:10]=[CH:11][N:12]4[C:18]=3[CH2:17][NH:16][C:15](=[O:30])[C:14]3[CH:31]=[C:32]([Br:35])[CH:33]=[CH:34][C:13]4=3)[O:6][N:5]=2)[CH2:3][CH2:2]1. The catalyst class is: 557. (2) Reactant: [CH2:1]([O:3][C:4]([C:6]1[CH:11]=[CH:10][C:9]([C:12]2[C:17]([Cl:18])=[CH:16][CH:15]=[C:14]([C:19]([OH:21])=O)[CH:13]=2)=[CH:8][CH:7]=1)=[O:5])[CH3:2].[NH2:22][C:23]1[CH:28]=[CH:27][C:26]([N:29]2[CH2:34][CH2:33][O:32][CH2:31][CH2:30]2)=[CH:25][CH:24]=1.CCN=C=NCCCN(C)C.C1C=CC2N(O)N=NC=2C=1.CN1CCOCC1. Product: [CH2:1]([O:3][C:4]([C:6]1[CH:7]=[CH:8][C:9]([C:12]2[CH:13]=[C:14]([C:19](=[O:21])[NH:22][C:23]3[CH:24]=[CH:25][C:26]([N:29]4[CH2:34][CH2:33][O:32][CH2:31][CH2:30]4)=[CH:27][CH:28]=3)[CH:15]=[CH:16][C:17]=2[Cl:18])=[CH:10][CH:11]=1)=[O:5])[CH3:2]. The catalyst class is: 18. (3) Reactant: [B:1]([O-:4])([O-:3])[OH:2].[B:1]([O-:4])([O-:3])[OH:2].B([O-])([O-])[OH:33].B([O-])([O-])O.B([O-])([O-])O.B([O-])([O-])O.B([O-])([O-])O.B([O-])([O-])O.[OH2:33].O.O.O.[Na+:37].[Na+:37]. Product: [OH2:2].[OH2:33].[OH2:2].[OH2:2].[B:1]([OH:4])([O-:3])[O-:2].[B:1]([OH:4])([OH:3])[OH:2].[B:1]([OH:4])([OH:3])[OH:2].[B:1]([OH:4])([OH:3])[OH:2].[B:1]([OH:4])([OH:3])[OH:2].[B:1]([OH:4])([OH:3])[OH:2].[B:1]([OH:4])([OH:3])[OH:2].[B:1]([OH:4])([OH:3])[OH:2].[Na+:37].[Na+:37]. The catalyst class is: 196. (4) Reactant: [O:1]=[C:2]([NH:34][C:35]1[CH:36]=[CH:37][CH:38]=[C:39]2[C:44]=1[N:43]=[CH:42][CH:41]=[CH:40]2)[CH:3]([C:17]1[CH:22]=[CH:21][C:20]([NH:23]C(=O)OCC2C=CC=CC=2)=[CH:19][CH:18]=1)[C:4](=[O:16])[NH:5][C:6]1[CH:7]=[CH:8][CH:9]=[C:10]2[C:15]=1[N:14]=[CH:13][CH:12]=[CH:11]2.[CH3:45][C:46]1([CH3:53])[O:50][C@@H:49]([CH:51]=O)[CH2:48][O:47]1.C(O[BH-](OC(=O)C)OC(=O)C)(=O)C.[Na+]. Product: [CH3:45][C:46]1([CH3:53])[O:50][CH:49]([CH2:51][NH:23][C:20]2[CH:21]=[CH:22][C:17]([CH:3]([C:4]([NH:5][C:6]3[CH:7]=[CH:8][CH:9]=[C:10]4[C:15]=3[N:14]=[CH:13][CH:12]=[CH:11]4)=[O:16])[C:2]([NH:34][C:35]3[CH:36]=[CH:37][CH:38]=[C:39]4[C:44]=3[N:43]=[CH:42][CH:41]=[CH:40]4)=[O:1])=[CH:18][CH:19]=2)[CH2:48][O:47]1. The catalyst class is: 26. (5) Reactant: [OH:1][C:2]1[CH:7]=[CH:6][C:5]([C:8](=[O:10])[CH3:9])=[CH:4][CH:3]=1.C(=O)([O-])[O-].[K+].[K+].[F:17][C:18]([F:32])([F:31])[C:19]([F:30])([F:29])[C:20]([F:28])([F:27])[O:21][C:22]([F:26])=[C:23]([F:25])[F:24].C(C1C=CC=C(OC(F)(F)C(F)OC(F)(F)C(F)(OC(F)(F)C(F)(F)C(F)(F)F)C(F)(F)F)C=1)#C. Product: [F:25][C:23]([F:24])([O:1][C:2]1[CH:7]=[CH:6][C:5]([C:8](=[O:10])[CH3:9])=[CH:4][CH:3]=1)[CH:22]([F:26])[O:21][C:20]([F:27])([F:28])[C:19]([F:29])([F:30])[C:18]([F:17])([F:31])[F:32]. The catalyst class is: 7. (6) Reactant: [CH2:1]([O:4][C:5]([CH3:11])([CH3:10])[C:6]([O:8][CH3:9])=[O:7])[CH:2]=C.[O:12]=[O+][O-].CSC. Product: [CH3:10][C:5]([O:4][CH2:1][CH:2]=[O:12])([CH3:11])[C:6]([O:8][CH3:9])=[O:7]. The catalyst class is: 4.